From a dataset of Forward reaction prediction with 1.9M reactions from USPTO patents (1976-2016). Predict the product of the given reaction. (1) Given the reactants [CH2:1]1[C:9]2[C:4](=[CH:5][CH:6]=[CH:7][CH:8]=2)[CH2:3][NH:2]1.S(=O)(=O)(O)O.[N+:15]([O-:18])([OH:17])=[O:16], predict the reaction product. The product is: [N+:15]([O-:18])([OH:17])=[O:16].[N+:15]([C:7]1[CH:8]=[C:9]2[C:4](=[CH:5][CH:6]=1)[CH2:3][NH:2][CH2:1]2)([O-:17])=[O:16]. (2) Given the reactants C(C1C=C(C(C)(C)CC(O)(C(F)(F)F)C[N:14]2[C:23]3[C:18](=[CH:19][CH:20]=[CH:21][CH:22]=3)[C:17](=[O:24])[CH:16]=[CH:15]2)C=CC=1)(=O)C.C(=O)([O-])[O-].[K+].[K+].Cl.NO, predict the reaction product. The product is: [NH:14]1[C:23]2[C:18](=[CH:19][CH:20]=[CH:21][CH:22]=2)[C:17](=[O:24])[CH:16]=[CH:15]1. (3) Given the reactants [NH2:1][C:2]1[CH:21]=[CH:20][C:19]([C:22]([F:25])([F:24])[F:23])=[CH:18][C:3]=1[C:4]([NH:6][CH2:7][C:8]1[CH:13]=[C:12]([Cl:14])[CH:11]=[CH:10][C:9]=1[S:15][CH2:16][CH3:17])=[O:5].[CH:26]([O-])([O-])OC, predict the reaction product. The product is: [Cl:14][C:12]1[CH:11]=[CH:10][C:9]([S:15][CH2:16][CH3:17])=[C:8]([CH2:7][N:6]2[C:4](=[O:5])[C:3]3[C:2](=[CH:21][CH:20]=[C:19]([C:22]([F:25])([F:24])[F:23])[CH:18]=3)[N:1]=[CH:26]2)[CH:13]=1.